This data is from Full USPTO retrosynthesis dataset with 1.9M reactions from patents (1976-2016). The task is: Predict the reactants needed to synthesize the given product. (1) Given the product [CH3:18][O:17][C:14]1[CH:15]=[CH:16][C:11]([C:5]2[C:6]3[CH:7]=[CH:8][S:9][C:10]=3[C:2]([CH:27]=[O:28])=[CH:3][CH:4]=2)=[CH:12][CH:13]=1, predict the reactants needed to synthesize it. The reactants are: Br[C:2]1[C:10]2[S:9][CH:8]=[CH:7][C:6]=2[C:5]([C:11]2[CH:16]=[CH:15][C:14]([O:17][CH3:18])=[CH:13][CH:12]=2)=[CH:4][CH:3]=1.[Li]CCCC.CN([CH:27]=[O:28])C.COC1C=CC(C2C3C=C(C=O)SC=3C=CC=2)=CC=1. (2) Given the product [Cl:3][C:4]1[CH:5]=[CH:6][C:7]([O:30][CH3:31])=[C:8]([CH:29]=1)[C:9]([NH:11][CH2:12][CH2:13][CH:14]1[CH2:19][CH2:18][N:17]([S:20]([NH:23][C:24]([NH:26][CH2:27][CH3:28])=[O:33])(=[O:22])=[O:21])[CH2:16][CH2:15]1)=[O:10], predict the reactants needed to synthesize it. The reactants are: OO.[Cl:3][C:4]1[CH:5]=[CH:6][C:7]([O:30][CH3:31])=[C:8]([CH:29]=1)[C:9]([NH:11][CH2:12][CH2:13][CH:14]1[CH2:19][CH2:18][N:17]([S:20]([NH:23][C:24]([NH:26][CH2:27][CH3:28])=S)(=[O:22])=[O:21])[CH2:16][CH2:15]1)=[O:10].S([O-])([O-])=[O:33].[Na+].[Na+].Cl. (3) Given the product [Cl:9][C:10]1[CH:16]=[CH:15][C:13]([NH:14][C:6]2[CH:5]=[CH:4][N:3]=[C:2]([N:19]3[C:18]([CH3:17])=[CH:22][C:21]([CH3:23])=[N:20]3)[N:7]=2)=[CH:12][CH:11]=1, predict the reactants needed to synthesize it. The reactants are: Cl[C:2]1[N:7]=[C:6](Cl)[CH:5]=[CH:4][N:3]=1.[Cl:9][C:10]1[CH:16]=[CH:15][C:13]([NH2:14])=[CH:12][CH:11]=1.[CH3:17][C:18]1[CH:22]=[C:21]([CH3:23])[NH:20][N:19]=1. (4) Given the product [CH3:19][O:20][C:21]1[CH:22]=[C:23]([NH:24][C:2]2[CH:17]=[C:6]3[C:7]4[C:12]([CH2:13][CH2:14][N:5]3[C:4](=[O:18])[N:3]=2)=[CH:11][C:10]([O:15][CH3:16])=[CH:9][CH:8]=4)[CH:25]=[CH:26][CH:27]=1, predict the reactants needed to synthesize it. The reactants are: Cl[C:2]1[CH:17]=[C:6]2[C:7]3[C:12]([CH2:13][CH2:14][N:5]2[C:4](=[O:18])[N:3]=1)=[CH:11][C:10]([O:15][CH3:16])=[CH:9][CH:8]=3.[CH3:19][O:20][C:21]1[CH:22]=[C:23]([CH:25]=[CH:26][CH:27]=1)[NH2:24]. (5) Given the product [NH2:16][C:14]1[CH:15]=[C:6]2[N:5]([C:27]([C:29]3[NH:30][C:31]4[C:36]([CH:37]=3)=[CH:35][C:34]([O:38][CH3:39])=[C:33]([O:41][CH3:42])[C:32]=4[O:44][CH3:45])=[O:28])[CH2:4][CH:3]([CH2:2][Cl:1])[C:7]2=[C:8]2[C:13]=1[N:12]=[CH:11][CH:10]=[CH:9]2, predict the reactants needed to synthesize it. The reactants are: [Cl:1][CH2:2][CH:3]1[C:7]2=[C:8]3[C:13](=[C:14]([N:16]4C(=O)C5=CC=CC=C5C4=O)[CH:15]=[C:6]2[N:5]([C:27]([C:29]2[NH:30][C:31]4[C:36]([CH:37]=2)=[CH:35][C:34]([O:38][CH2:39]C)=[C:33]([O:41][CH2:42]C)[C:32]=4[O:44][CH2:45]C)=[O:28])[CH2:4]1)[N:12]=[CH:11][CH:10]=[CH:9]3.O.NN. (6) Given the product [OH:40][C:32]1[CH:33]=[CH:34][CH:35]=[C:36]2[C:31]=1[N:30]=[C:29]([C:27]([OH:28])=[O:26])[C:38](=[O:39])[NH:37]2, predict the reactants needed to synthesize it. The reactants are: COC(C1C=C(O)C2C(=C(OCC3C=CC=CC=3)C=CC=2)N=1)=O.C([O:26][C:27]([C:29]1[C:38](=[O:39])[NH:37][C:36]2[C:31](=[C:32]([OH:40])[CH:33]=[CH:34][CH:35]=2)[N:30]=1)=[O:28])C.